From a dataset of NCI-60 drug combinations with 297,098 pairs across 59 cell lines. Regression. Given two drug SMILES strings and cell line genomic features, predict the synergy score measuring deviation from expected non-interaction effect. Drug 1: C1CCC(C(C1)N)N.C(=O)(C(=O)[O-])[O-].[Pt+4]. Drug 2: CC(C)CN1C=NC2=C1C3=CC=CC=C3N=C2N. Cell line: HL-60(TB). Synergy scores: CSS=32.1, Synergy_ZIP=-4.78, Synergy_Bliss=-10.2, Synergy_Loewe=-10.2, Synergy_HSA=-9.30.